Dataset: Forward reaction prediction with 1.9M reactions from USPTO patents (1976-2016). Task: Predict the product of the given reaction. (1) Given the reactants [CH3:1][O:2][C:3](=[O:7])[CH2:4][C:5]#[N:6].[CH3:8][C:9]([CH3:11])=O.CC(O)=O.O, predict the reaction product. The product is: [CH3:1][O:2][C:3](=[O:7])[C:4]([C:5]#[N:6])=[C:9]([CH3:11])[CH3:8]. (2) Given the reactants [H-].[Na+].[F:3][C:4]([F:23])([F:22])[C:5]1[CH:6]=[C:7]([C:15]2[C:16]([C:20]#[N:21])=[CH:17][NH:18][CH:19]=2)[CH:8]=[C:9]([C:11]([F:14])([F:13])[F:12])[CH:10]=1.[CH3:24][O:25][C:26](=[O:29])[CH2:27]Br, predict the reaction product. The product is: [CH3:24][O:25][C:26](=[O:29])[CH2:27][N:18]1[CH:17]=[C:16]([C:20]#[N:21])[C:15]([C:7]2[CH:6]=[C:5]([C:4]([F:22])([F:3])[F:23])[CH:10]=[C:9]([C:11]([F:12])([F:13])[F:14])[CH:8]=2)=[CH:19]1.